From a dataset of Forward reaction prediction with 1.9M reactions from USPTO patents (1976-2016). Predict the product of the given reaction. Given the reactants [O:1]=[S:2]1(=[O:29])[CH2:7][CH2:6][CH:5]([C:8]2[C:16]3[C:11](=[C:12]([C:26]([NH2:28])=[O:27])[CH:13]=[C:14](B4OC(C)(C)C(C)(C)O4)[CH:15]=3)[NH:10][CH:9]=2)[CH2:4][CH2:3]1.Br[C:31]1[S:32][CH:33]=[CH:34][N:35]=1.C(=O)([O-])[O-].[K+].[K+], predict the reaction product. The product is: [O:1]=[S:2]1(=[O:29])[CH2:7][CH2:6][CH:5]([C:8]2[C:16]3[C:11](=[C:12]([C:26]([NH2:28])=[O:27])[CH:13]=[C:14]([C:31]4[S:32][CH:33]=[CH:34][N:35]=4)[CH:15]=3)[NH:10][CH:9]=2)[CH2:4][CH2:3]1.